From a dataset of Reaction yield outcomes from USPTO patents with 853,638 reactions. Predict the reaction yield, written as a fraction of the theoretical maximum amount of product (1.0 means a 100% yield; for example, 0.34 means a 34% yield). (1) The reactants are CN(C=O)C.CS(O[CH2:11][CH2:12][O:13][CH2:14][CH2:15][O:16][CH2:17][CH2:18][O:19][CH2:20][CH2:21][O:22][C:23]12[CH2:32][CH:27]3[CH2:28][CH:29]([CH2:31][CH:25]([CH2:26]3)[CH2:24]1)[CH2:30]2)(=O)=O.[N-:33]=[N+:34]=[N-:35].[Na+].C(Cl)Cl. The catalyst is O.CO. The product is [N:33]([CH2:11][CH2:12][O:13][CH2:14][CH2:15][O:16][CH2:17][CH2:18][O:19][CH2:20][CH2:21][O:22][C:23]12[CH2:32][CH:27]3[CH2:28][CH:29]([CH2:31][CH:25]([CH2:26]3)[CH2:24]1)[CH2:30]2)=[N+:34]=[N-:35]. The yield is 0.630. (2) The reactants are [S-2:1].[Na+].[Na+].[S].Cl[C:6]1[CH:15]=[CH:14][C:9]([C:10]([O:12][CH3:13])=[O:11])=[CH:8][C:7]=1[N+:16]([O-:18])=[O:17]. The catalyst is CO.O.CO. The product is [N+:16]([C:7]1[CH:8]=[C:9]([CH:14]=[CH:15][C:6]=1[S:1][S:1][C:6]1[CH:15]=[CH:14][C:9]([C:10]([O:12][CH3:13])=[O:11])=[CH:8][C:7]=1[N+:16]([O-:18])=[O:17])[C:10]([O:12][CH3:13])=[O:11])([O-:18])=[O:17]. The yield is 0.650.